Task: Predict the reactants needed to synthesize the given product.. Dataset: Full USPTO retrosynthesis dataset with 1.9M reactions from patents (1976-2016) (1) Given the product [Cl:1][C:2]1[C:3](=[O:9])[N:4]([CH2:19][O:20][CH3:21])[N:5]=[CH:6][C:7]=1[Cl:8], predict the reactants needed to synthesize it. The reactants are: [Cl:1][C:2]1[C:3](=[O:9])[NH:4][N:5]=[CH:6][C:7]=1[Cl:8].C(N(CC)C(C)C)(C)C.[CH3:19][O:20][CH2:21]Cl. (2) Given the product [NH:8]1[CH2:12][CH2:11][CH2:10][C@H:9]1[C:13]([OH:16])([CH3:15])[CH3:14], predict the reactants needed to synthesize it. The reactants are: C([N:8]1[CH2:12][CH2:11][CH2:10][C@H:9]1[C:13]([OH:16])([CH3:15])[CH3:14])C1C=CC=CC=1.CC1C=C2N=C3C(=NC(NC3=O)=O)N(C[C@H](O)[C@H](O)[C@H](O)CO)C2=CC=1C.CC([O-])=O. (3) Given the product [CH2:1]([O:8][C:9]1[CH:14]=[CH:13][C:12]([C:15]2[C:16]([N:34]3[CH2:35][CH2:36][C:37]([CH3:41])([CH3:40])[CH2:38][CH2:39]3)=[C:17]([C@H:23]([O:29][C:30]([CH3:33])([CH3:32])[CH3:31])[C:24]([OH:26])=[O:25])[C:18]([CH3:22])=[N:19][C:20]=2[CH3:21])=[CH:11][C:10]=1[F:42])[C:2]1[CH:7]=[CH:6][CH:5]=[CH:4][CH:3]=1, predict the reactants needed to synthesize it. The reactants are: [CH2:1]([O:8][C:9]1[CH:14]=[CH:13][C:12]([C:15]2[C:16]([N:34]3[CH2:39][CH2:38][C:37]([CH3:41])([CH3:40])[CH2:36][CH2:35]3)=[C:17]([C@H:23]([O:29][C:30]([CH3:33])([CH3:32])[CH3:31])[C:24]([O:26]CC)=[O:25])[C:18]([CH3:22])=[N:19][C:20]=2[CH3:21])=[CH:11][C:10]=1[F:42])[C:2]1[CH:7]=[CH:6][CH:5]=[CH:4][CH:3]=1.[Li+].[OH-].